From a dataset of Reaction yield outcomes from USPTO patents with 853,638 reactions. Predict the reaction yield, written as a fraction of the theoretical maximum amount of product (1.0 means a 100% yield; for example, 0.34 means a 34% yield). The reactants are Br[CH2:2][C@@H:3]([CH3:6])[CH2:4][OH:5].C([O-])([O-])=O.[K+].[K+].[CH3:13][C:14]1([CH3:28])[C:18]([CH3:20])([CH3:19])[O:17][B:16]([C:21]2[CH:26]=[CH:25][C:24]([OH:27])=[CH:23][CH:22]=2)[O:15]1. The catalyst is CC#N. The product is [CH3:6][C@H:3]([CH2:2][O:27][C:24]1[CH:23]=[CH:22][C:21]([B:16]2[O:17][C:18]([CH3:20])([CH3:19])[C:14]([CH3:28])([CH3:13])[O:15]2)=[CH:26][CH:25]=1)[CH2:4][OH:5]. The yield is 0.640.